From a dataset of Full USPTO retrosynthesis dataset with 1.9M reactions from patents (1976-2016). Predict the reactants needed to synthesize the given product. (1) Given the product [CH3:35][C:33]1([CH2:36][O:1][C:2]2[CH:7]=[CH:6][C:5]([N:8]3[CH2:13][CH2:12][N:11]([C:14]([O:16][C:17]([CH3:20])([CH3:19])[CH3:18])=[O:15])[CH2:10][CH2:9]3)=[CH:4][CH:3]=2)[O:34][C:24]2=[N:28][C:27]([N+:29]([O-:31])=[O:30])=[CH:26][N:25]2[CH2:32]1, predict the reactants needed to synthesize it. The reactants are: [OH:1][C:2]1[CH:7]=[CH:6][C:5]([N:8]2[CH2:13][CH2:12][N:11]([C:14]([O:16][C:17]([CH3:20])([CH3:19])[CH3:18])=[O:15])[CH2:10][CH2:9]2)=[CH:4][CH:3]=1.[H-].[Na+].Cl[C:24]1[N:25]([CH2:32][C:33]2([CH3:36])[CH2:35][O:34]2)[CH:26]=[C:27]([N+:29]([O-:31])=[O:30])[N:28]=1. (2) Given the product [C:11]([O:34][C:20]1[CH2:21][CH2:22][CH2:23][CH2:24][CH2:25][CH2:26][CH2:27][CH2:2][CH2:3][CH2:4][CH2:5][CH2:6][C@@H:1]([CH3:7])[CH:35]=1)(=[O:14])[CH2:12][CH3:13], predict the reactants needed to synthesize it. The reactants are: [C:1]1([CH3:7])[CH:6]=[CH:5][CH:4]=[CH:3][CH:2]=1.C[Zn]C.[C:11](O[C:11](=[O:14])[CH2:12][CH3:13])(=[O:14])[CH2:12][CH3:13].[C:20]1(=[O:35])[CH2:34]CCCCCC[CH2:27][CH2:26][CH2:25][CH2:24][CH2:23][CH:22]=[CH:21]1. (3) Given the product [C:12]([C:5]1[C:6]2[C:11](=[CH:10][CH:9]=[CH:8][CH:7]=2)[C:2]([NH:14][C@H:15]([C@@H:16]([OH:17])[CH3:18])[C:19]([OH:21])=[O:20])=[CH:3][CH:4]=1)#[N:13], predict the reactants needed to synthesize it. The reactants are: F[C:2]1[C:11]2[C:6](=[CH:7][CH:8]=[CH:9][CH:10]=2)[C:5]([C:12]#[N:13])=[CH:4][CH:3]=1.[NH2:14][C@@H:15]([C:19]([OH:21])=[O:20])[C@H:16]([CH3:18])[OH:17].C([O-])([O-])=O.[K+].[K+].C(O)(=O)CC(CC(O)=O)(C(O)=O)O.